From a dataset of Forward reaction prediction with 1.9M reactions from USPTO patents (1976-2016). Predict the product of the given reaction. The product is: [CH3:1][O:2][C:3]1[C:11]([O:12][CH3:13])=[CH:10][C:6]([C:7]([NH2:9])=[O:8])=[C:5]([NH2:14])[CH:4]=1. Given the reactants [CH3:1][O:2][C:3]1[C:11]([O:12][CH3:13])=[CH:10][C:6]([C:7]([NH2:9])=[O:8])=[C:5]([N+:14]([O-])=O)[CH:4]=1.[BH4-].[Na+], predict the reaction product.